This data is from CYP1A2 inhibition data for predicting drug metabolism from PubChem BioAssay. The task is: Regression/Classification. Given a drug SMILES string, predict its absorption, distribution, metabolism, or excretion properties. Task type varies by dataset: regression for continuous measurements (e.g., permeability, clearance, half-life) or binary classification for categorical outcomes (e.g., BBB penetration, CYP inhibition). Dataset: cyp1a2_veith. (1) The compound is CC(C)(C)CC(C)(C)c1ccc(OCOCCOCCO)c(Cc2cc(C(C)(C)CC(C)(C)C)cc(Cc3cc(C(C)(C)CC(C)(C)C)ccc3OCOCCOCCO)c2OCOCCOCCO)c1. The result is 0 (non-inhibitor). (2) The result is 0 (non-inhibitor). The molecule is O=C(NNC(=O)C1CCN(S(=O)(=O)c2ccc(Cl)cc2)CC1)c1ccc(Cl)cc1. (3) The drug is O=C(O)CSCC(=O)O. The result is 0 (non-inhibitor). (4) The drug is CCN(CC)c1nc2ccccc2[nH]1.Cl. The result is 1 (inhibitor). (5) The molecule is Cc1ccc([C@@]2(C)CC/C(=N/N=C3\CC[C@](C)(c4ccc(C)c(C)c4)c4cc(C)c(C)cc43)c3cc(C)c(C)cc32)cc1C. The result is 0 (non-inhibitor). (6) The compound is N#Cc1ccc(CN2CCC3(CC2)CCN(S(=O)(=O)c2ccccc2)CC3)cc1. The result is 0 (non-inhibitor). (7) The molecule is C/C(=N\NC(=O)c1[nH]c2c([N+](=O)[O-])cc(C)cc2c1-c1ccccc1)c1cccnc1. The result is 1 (inhibitor). (8) The drug is CCC(CC)C(=O)Nc1cccc(C(=O)Nc2ccc(OC)cc2[N+](=O)[O-])c1. The result is 0 (non-inhibitor).